This data is from Full USPTO retrosynthesis dataset with 1.9M reactions from patents (1976-2016). The task is: Predict the reactants needed to synthesize the given product. (1) Given the product [F:1][C:2]1[C:3]([C:10]2[CH:11]=[N:12][C:13]([C:16]([F:18])([F:17])[F:19])=[CH:14][CH:15]=2)=[CH:4][C:5]([CH2:8][NH2:9])=[N:6][CH:7]=1, predict the reactants needed to synthesize it. The reactants are: [F:1][C:2]1[C:3]([C:10]2[CH:11]=[N:12][C:13]([C:16]([F:19])([F:18])[F:17])=[CH:14][CH:15]=2)=[CH:4][C:5]([C:8]#[N:9])=[N:6][CH:7]=1. (2) Given the product [F:1][C:2]1[CH:11]=[CH:10][C:9]([C:12]2[CH:16]=[CH:15][NH:14][N:13]=2)=[CH:8][C:3]=1[C:4]([OH:6])=[O:5], predict the reactants needed to synthesize it. The reactants are: [F:1][C:2]1[CH:11]=[CH:10][C:9]([C:12]2[CH:16]=[CH:15][NH:14][N:13]=2)=[CH:8][C:3]=1[C:4]([O:6]C)=[O:5]. (3) The reactants are: [CH3:1][C:2]1[CH:10]=[CH:9][C:8]([CH3:11])=[CH:7][C:3]=1[C:4]([OH:6])=O.CN(C(ON1N=NC2C=CC=NC1=2)=[N+](C)C)C.F[P-](F)(F)(F)(F)F.CCN(C(C)C)C(C)C.[I-].[CH2:46]([N+:50]1[N:54]=[C:53]([CH3:55])[S:52][C:51]=1[CH3:56])[CH2:47][CH2:48][CH3:49]. Given the product [CH2:46]([N:50]1[N:54]=[C:53]([CH3:55])[S:52]/[C:51]/1=[CH:56]\[C:4]([C:3]1[CH:7]=[C:8]([CH3:11])[CH:9]=[CH:10][C:2]=1[CH3:1])=[O:6])[CH2:47][CH2:48][CH3:49], predict the reactants needed to synthesize it.